Dataset: Peptide-MHC class I binding affinity with 185,985 pairs from IEDB/IMGT. Task: Regression. Given a peptide amino acid sequence and an MHC pseudo amino acid sequence, predict their binding affinity value. This is MHC class I binding data. (1) The peptide sequence is YEQYECLTD. The MHC is HLA-A29:02 with pseudo-sequence HLA-A29:02. The binding affinity (normalized) is 0.0847. (2) The peptide sequence is LSVETITEK. The MHC is HLA-A11:01 with pseudo-sequence HLA-A11:01. The binding affinity (normalized) is 0.749. (3) The peptide sequence is AYAACHKCI. The MHC is H-2-Kd with pseudo-sequence H-2-Kd. The binding affinity (normalized) is 0.349. (4) The binding affinity (normalized) is 0. The peptide sequence is EVKKRDGVK. The MHC is HLA-B08:01 with pseudo-sequence HLA-B08:01. (5) The MHC is Mamu-B03 with pseudo-sequence Mamu-B03. The binding affinity (normalized) is 0.345. The peptide sequence is LRLIHLLHQTN. (6) The peptide sequence is LKILVLSIL. The MHC is HLA-A29:02 with pseudo-sequence HLA-A29:02. The binding affinity (normalized) is 0.110. (7) The peptide sequence is IISVISLVI. The MHC is HLA-A32:01 with pseudo-sequence HLA-A32:01. The binding affinity (normalized) is 0.644.